The task is: Predict the reactants needed to synthesize the given product.. This data is from Full USPTO retrosynthesis dataset with 1.9M reactions from patents (1976-2016). (1) Given the product [CH3:11][O:10][C:3]1[CH:4]=[C:5]([CH:8]=[CH:9][C:2]=1[O:1][C:19]1[CH:24]=[CH:23][C:22]([C:25]([F:28])([F:27])[F:26])=[CH:21][N:20]=1)[CH:6]=[O:7], predict the reactants needed to synthesize it. The reactants are: [OH:1][C:2]1[CH:9]=[CH:8][C:5]([CH:6]=[O:7])=[CH:4][C:3]=1[O:10][CH3:11].C(=O)([O-])[O-].[Li+].[Li+].Cl[C:19]1[CH:24]=[CH:23][C:22]([C:25]([F:28])([F:27])[F:26])=[CH:21][N:20]=1.O. (2) The reactants are: [C:1]1([CH2:7][CH2:8][CH2:9]O)[CH:6]=[CH:5][CH:4]=[CH:3][CH:2]=1.[CH3:11][CH:12]([CH3:28])[C:13]([NH:15][C:16]1[CH:21]=[CH:20][CH:19]=[C:18]([CH:22]2[CH2:27][CH2:26][NH:25][CH2:24][CH2:23]2)[CH:17]=1)=[O:14]. Given the product [CH3:11][CH:12]([CH3:28])[C:13]([NH:15][C:16]1[CH:21]=[CH:20][CH:19]=[C:18]([CH:22]2[CH2:27][CH2:26][N:25]([CH2:9][CH2:8][CH2:7][C:1]3[CH:2]=[CH:3][CH:4]=[CH:5][CH:6]=3)[CH2:24][CH2:23]2)[CH:17]=1)=[O:14], predict the reactants needed to synthesize it. (3) Given the product [CH3:22][O:21][C:19]1[C:18]([CH3:23])=[CH:17][N:16]=[C:15]([NH:14][C@@H:11]2[CH2:12][CH2:13][C@H:8]([NH2:7])[CH2:9][CH2:10]2)[N:20]=1, predict the reactants needed to synthesize it. The reactants are: C(OC(=O)[NH:7][C@H:8]1[CH2:13][CH2:12][C@@H:11]([NH:14][C:15]2[N:20]=[C:19]([O:21][CH3:22])[C:18]([CH3:23])=[CH:17][N:16]=2)[CH2:10][CH2:9]1)(C)(C)C.C(O)(C(F)(F)F)=O.